Task: Predict the product of the given reaction.. Dataset: Forward reaction prediction with 1.9M reactions from USPTO patents (1976-2016) (1) Given the reactants [CH3:1][O:2][C:3]1[CH:8]=[CH:7][C:6]([C:9]2([CH2:15][C:16]([OH:18])=O)[CH2:14][CH2:13][CH2:12][CH2:11][CH2:10]2)=[CH:5][CH:4]=1.Cl.[CH3:20][NH:21][O:22][CH3:23].C(N1C=CN=C1)(N1C=CN=C1)=O.Cl, predict the reaction product. The product is: [CH3:23][O:22][N:21]([CH3:20])[C:16](=[O:18])[CH2:15][C:9]1([C:6]2[CH:5]=[CH:4][C:3]([O:2][CH3:1])=[CH:8][CH:7]=2)[CH2:10][CH2:11][CH2:12][CH2:13][CH2:14]1. (2) Given the reactants C[Al](C)C.[F:5][C:6]([F:17])([F:16])[O:7][C:8]1[CH:9]=[C:10]([CH:13]=[CH:14][CH:15]=1)[CH2:11][NH2:12].[Br:18][C:19]1[CH:20]=[C:21]([C:27]2[O:31][N:30]=[C:29]([C:32](OCC)=[O:33])[N:28]=2)[CH:22]=[C:23]([Br:26])[C:24]=1[OH:25].O, predict the reaction product. The product is: [Br:26][C:23]1[CH:22]=[C:21]([C:27]2[O:31][N:30]=[C:29]([C:32]([NH:12][CH2:11][C:10]3[CH:13]=[CH:14][CH:15]=[C:8]([O:7][C:6]([F:16])([F:17])[F:5])[CH:9]=3)=[O:33])[N:28]=2)[CH:20]=[C:19]([Br:18])[C:24]=1[OH:25].